Regression. Given a peptide amino acid sequence and an MHC pseudo amino acid sequence, predict their binding affinity value. This is MHC class I binding data. From a dataset of Peptide-MHC class I binding affinity with 185,985 pairs from IEDB/IMGT. (1) The peptide sequence is TIMAAILAY. The MHC is HLA-A26:01 with pseudo-sequence HLA-A26:01. The binding affinity (normalized) is 0.533. (2) The peptide sequence is YAYNSSLLY. The MHC is BoLA-D18.4 with pseudo-sequence BoLA-D18.4. The binding affinity (normalized) is 0.589. (3) The peptide sequence is GEYAPFARL. The MHC is HLA-B51:01 with pseudo-sequence HLA-B51:01. The binding affinity (normalized) is 0.0847. (4) The peptide sequence is LFMSHVKSV. The MHC is HLA-B27:05 with pseudo-sequence HLA-B27:05. The binding affinity (normalized) is 0.0847. (5) The peptide sequence is ASAFFGMSR. The MHC is HLA-A33:01 with pseudo-sequence HLA-A33:01. The binding affinity (normalized) is 0.0171.